Dataset: Catalyst prediction with 721,799 reactions and 888 catalyst types from USPTO. Task: Predict which catalyst facilitates the given reaction. (1) Reactant: [CH2:1]([N:4]([C@H:34]([C:36]1[CH:41]=[CH:40][CH:39]=[C:38]([F:42])[CH:37]=1)[CH3:35])[C:5]1[N:13]([CH2:14][C:15]2[CH:20]=[CH:19][C:18]([C:21]([F:24])([F:23])[F:22])=[CH:17][CH:16]=2)[C:12]2[C:7](=[N:8][C:9]([C:32]#[N:33])=[N:10][C:11]=2[NH:25][C@@H:26]([CH:28]2[CH2:31][CH2:30][CH2:29]2)[CH3:27])[N:6]=1)[CH:2]=[CH2:3]. Product: [CH:28]1([C@H:26]([NH:25][C:11]2[N:10]=[C:9]([C:32]#[N:33])[N:8]=[C:7]3[C:12]=2[N:13]([CH2:14][C:15]2[CH:20]=[CH:19][C:18]([C:21]([F:23])([F:22])[F:24])=[CH:17][CH:16]=2)[C:5]([N:4]([C@H:34]([C:36]2[CH:41]=[CH:40][CH:39]=[C:38]([F:42])[CH:37]=2)[CH3:35])[CH2:1][CH2:2][CH3:3])=[N:6]3)[CH3:27])[CH2:29][CH2:30][CH2:31]1. The catalyst class is: 50. (2) Reactant: [CH3:1][O:2][C:3]([NH:5][C@@H:6]([CH:54](C)[CH3:55])[C:7]([N:9]1[CH2:13][CH2:12][CH2:11][C@H:10]1[C:14]1[NH:15][C:16]([C:19]2[CH:32]=[C:31]3[C:22]([C:23]4[CH:24]=[CH:25][C:26]([C:33]5[CH:34]=[CH:35][C:36]6[N:40]=[C:39]([C@@H:41]7[CH2:45][CH2:44][CH2:43][N:42]7[C:46](OC(C)(C)C)=[O:47])[NH:38][C:37]=6[CH:53]=5)=[CH:27][C:28]=4[CH2:29][CH2:30]3)=[CH:21][CH:20]=2)=[CH:17][N:18]=1)=[O:8])=[O:4].Cl.O1CCOC[CH2:59]1.[CH3:64][O:65][C:66]([NH:68][C@H:69]([C:73]1[CH:78]=[CH:77][CH:76]=[CH:75][CH:74]=1)C(O)=O)=[O:67].CCOC(C(C#N)=NOC(N1CCOCC1)=[N+](C)C)=O.F[P-](F)(F)(F)(F)F.C(N(C(C)C)CC)(C)C. Product: [CH3:64][O:65][C:66]([NH:68][C@H:69]([C:73]1[CH:78]=[CH:77][CH:76]=[CH:75][CH:74]=1)[C:46]([N:42]1[CH2:43][CH2:44][CH2:45][C@H:41]1[C:39]1[NH:38][C:37]2[CH:53]=[C:33]([C:26]3[CH:25]=[C:24]4[C:23]([C:22]5[CH:21]=[CH:20][C:19]([C:16]6[NH:15][C:14]([C@@H:10]7[CH2:11][CH2:12][CH2:13][N:9]7[C:7](=[O:8])[C@@H:6]([NH:5][C:3](=[O:4])[O:2][CH3:1])[CH:54]([CH3:55])[CH3:59])=[N:18][CH:17]=6)=[CH:32][C:31]=5[CH2:30][CH2:29]4)=[CH:28][CH:27]=3)[CH:34]=[CH:35][C:36]=2[N:40]=1)=[O:47])=[O:67]. The catalyst class is: 5. (3) Reactant: [NH2:1][C:2]1[N:7]=[C:6](Cl)[C:5]([NH:9][CH:10]=[O:11])=[C:4]([Cl:12])[N:3]=1.[NH2:13][CH2:14][C:15]1[N:20]=[C:19]([N:21]2[CH2:25][CH2:24][CH2:23][C:22]2=[O:26])[CH:18]=[CH:17][CH:16]=1.C(N(CC)CC)C. Product: [NH2:1][C:2]1[N:3]=[C:4]([Cl:12])[C:5]([NH:9][CH:10]=[O:11])=[C:6]([NH:13][CH2:14][C:15]2[CH:16]=[CH:17][CH:18]=[C:19]([N:21]3[CH2:25][CH2:24][CH2:23][C:22]3=[O:26])[N:20]=2)[N:7]=1. The catalyst class is: 41. (4) Reactant: [N:1]1[CH:6]=[CH:5][C:4]([C:7]2[C:8]([C:20]3[CH:21]=[C:22]([CH:37]=[CH:38][CH:39]=3)[CH2:23][NH:24][C:25](=[O:36])[C:26]3[CH:31]=[CH:30][C:29]([C:32]([F:35])([F:34])[F:33])=[CH:28][CH:27]=3)=[N:9][N:10](COCC[Si](C)(C)C)[CH:11]=2)=[CH:3][CH:2]=1. Product: [N:1]1[CH:6]=[CH:5][C:4]([C:7]2[C:8]([C:20]3[CH:21]=[C:22]([CH:37]=[CH:38][CH:39]=3)[CH2:23][NH:24][C:25](=[O:36])[C:26]3[CH:31]=[CH:30][C:29]([C:32]([F:34])([F:35])[F:33])=[CH:28][CH:27]=3)=[N:9][NH:10][CH:11]=2)=[CH:3][CH:2]=1. The catalyst class is: 89.